This data is from Peptide-MHC class II binding affinity with 134,281 pairs from IEDB. The task is: Regression. Given a peptide amino acid sequence and an MHC pseudo amino acid sequence, predict their binding affinity value. This is MHC class II binding data. (1) The peptide sequence is DVKFPGGGQIDGGVY. The MHC is HLA-DQA10501-DQB10301 with pseudo-sequence HLA-DQA10501-DQB10301. The binding affinity (normalized) is 0.421. (2) The peptide sequence is KPNDFMPTFAKAMEK. The MHC is HLA-DQA10101-DQB10501 with pseudo-sequence HLA-DQA10101-DQB10501. The binding affinity (normalized) is 0.0569. (3) The peptide sequence is EQISVLRKAFDAFDR. The MHC is HLA-DQA10201-DQB10202 with pseudo-sequence HLA-DQA10201-DQB10202. The binding affinity (normalized) is 0. (4) The peptide sequence is AAFKIAATAANSAPA. The MHC is HLA-DQA10501-DQB10301 with pseudo-sequence HLA-DQA10501-DQB10301. The binding affinity (normalized) is 0.819. (5) The peptide sequence is DEATAAGMVAVTAAP. The MHC is H-2-IAd with pseudo-sequence H-2-IAd. The binding affinity (normalized) is 0.597. (6) The peptide sequence is SSAGGFFTSVGKGIH. The MHC is DRB1_0404 with pseudo-sequence DRB1_0404. The binding affinity (normalized) is 0.0620. (7) The peptide sequence is NKSVVIPKLNEVGEI. The MHC is DRB1_0101 with pseudo-sequence DRB1_0101. The binding affinity (normalized) is 0.522. (8) The peptide sequence is YADPKRFFLPIFSDA. The MHC is DRB1_0101 with pseudo-sequence DRB1_0101. The binding affinity (normalized) is 0.530. (9) The peptide sequence is FPQPQLPYSQPQPFRPQQPY. The MHC is DRB1_0701 with pseudo-sequence DRB1_0701. The binding affinity (normalized) is 0. (10) The peptide sequence is LTFLAVGGVLLFLSV. The MHC is DRB1_0404 with pseudo-sequence DRB1_0404. The binding affinity (normalized) is 0.244.